Predict which catalyst facilitates the given reaction. From a dataset of Catalyst prediction with 721,799 reactions and 888 catalyst types from USPTO. (1) Reactant: [CH3:1][N:2]1[C:11]2[C:6](=[CH:7][CH:8]=[CH:9][CH:10]=2)[N:5]=[C:4]([C:12]2[S:13][CH:14]=[CH:15][CH:16]=2)[C:3]1=O.C1(N)C=CC=CC=1N.[S:26]1C=CC=C1C(=O)C(OCC)=O.COC1C=CC(P2(SP(C3C=CC(OC)=CC=3)(=S)S2)=S)=CC=1. Product: [CH3:1][N:2]1[C:11]2[C:6](=[CH:7][CH:8]=[CH:9][CH:10]=2)[N:5]=[C:4]([C:12]2[S:13][CH:14]=[CH:15][CH:16]=2)[C:3]1=[S:26]. The catalyst class is: 113. (2) Reactant: C(OC(=O)[NH:7][CH:8]([CH2:20][C:21]1[CH:26]=[CH:25][CH:24]=[CH:23][CH:22]=1)[C:9]([N:11]1[CH2:16][CH2:15][N:14]([C:17](=[NH:19])[NH2:18])[CH2:13][CH2:12]1)=[O:10])(C)(C)C.[CH:28]1[CH:29]=[CH:30][C:31]2[NH:36][CH:35]=[C:34]([CH2:37][CH2:38][C:39]([OH:41])=O)[C:32]=2[CH:33]=1.C([O-])(O)=O.[Na+]. Product: [CH2:20]([CH:8]([NH:7][C:39](=[O:41])[CH2:38][CH2:37][C:34]1[C:32]2[C:31](=[CH:30][CH:29]=[CH:28][CH:33]=2)[NH:36][CH:35]=1)[C:9]([N:11]1[CH2:16][CH2:15][N:14]([C:17](=[NH:18])[NH2:19])[CH2:13][CH2:12]1)=[O:10])[C:21]1[CH:26]=[CH:25][CH:24]=[CH:23][CH:22]=1. The catalyst class is: 106. (3) Reactant: Cl[C:2]1[C:11]2=[N:12][N:13](CC3C=CC(OC)=CC=3)[CH:14]=[C:10]2[C:9]2[CH:8]=[C:7]([O:24][CH3:25])[CH:6]=[CH:5][C:4]=2[N:3]=1.C(OC(=O)[NH:32][C@@H:33]1[CH2:38][CH2:37][CH2:36][CH2:35][C@@H:34]1[NH2:39])(C)(C)C.Cl. Product: [CH3:25][O:24][C:7]1[CH:6]=[CH:5][C:4]2[N:3]=[C:2]([NH:32][C@H:33]3[CH2:38][CH2:37][CH2:36][CH2:35][C@H:34]3[NH2:39])[C:11]3=[N:12][NH:13][CH:14]=[C:10]3[C:9]=2[CH:8]=1. The catalyst class is: 71. (4) Reactant: [CH3:1][N:2]1[CH2:15][CH2:14][C:5]2[NH:6][C:7]3[CH:8]=[CH:9][C:10]([CH3:13])=[CH:11][C:12]=3[C:4]=2[CH2:3]1.[F:16][C:17]([F:31])([F:30])[C:18]1[N:23]=[CH:22][C:21]([C:24](=[CH2:29])[C:25]([O:27][CH3:28])=[O:26])=[CH:20][CH:19]=1.[OH-].[K+]. Product: [F:30][C:17]([F:16])([F:31])[C:18]1[N:23]=[CH:22][C:21]([CH:24]([CH2:29][N:6]2[C:7]3[CH:8]=[CH:9][C:10]([CH3:13])=[CH:11][C:12]=3[C:4]3[CH2:3][N:2]([CH3:1])[CH2:15][CH2:14][C:5]2=3)[C:25]([O:27][CH3:28])=[O:26])=[CH:20][CH:19]=1. The catalyst class is: 37.